From a dataset of NCI-60 drug combinations with 297,098 pairs across 59 cell lines. Regression. Given two drug SMILES strings and cell line genomic features, predict the synergy score measuring deviation from expected non-interaction effect. (1) Drug 1: COCCOC1=C(C=C2C(=C1)C(=NC=N2)NC3=CC=CC(=C3)C#C)OCCOC.Cl. Drug 2: B(C(CC(C)C)NC(=O)C(CC1=CC=CC=C1)NC(=O)C2=NC=CN=C2)(O)O. Cell line: SF-268. Synergy scores: CSS=71.8, Synergy_ZIP=16.6, Synergy_Bliss=17.8, Synergy_Loewe=-5.08, Synergy_HSA=15.0. (2) Drug 1: CC1=CC=C(C=C1)C2=CC(=NN2C3=CC=C(C=C3)S(=O)(=O)N)C(F)(F)F. Drug 2: N.N.Cl[Pt+2]Cl. Cell line: IGROV1. Synergy scores: CSS=52.3, Synergy_ZIP=-1.79, Synergy_Bliss=-1.79, Synergy_Loewe=-12.1, Synergy_HSA=-4.67. (3) Drug 1: CN(C)N=NC1=C(NC=N1)C(=O)N. Drug 2: C1CNP(=O)(OC1)N(CCCl)CCCl. Cell line: COLO 205. Synergy scores: CSS=-1.91, Synergy_ZIP=-1.40, Synergy_Bliss=-3.89, Synergy_Loewe=-4.24, Synergy_HSA=-3.60. (4) Drug 1: CCN(CC)CCCC(C)NC1=C2C=C(C=CC2=NC3=C1C=CC(=C3)Cl)OC. Drug 2: C1CN(P(=O)(OC1)NCCCl)CCCl. Cell line: U251. Synergy scores: CSS=35.9, Synergy_ZIP=2.34, Synergy_Bliss=1.33, Synergy_Loewe=-58.8, Synergy_HSA=2.74. (5) Drug 1: CC1=CC=C(C=C1)C2=CC(=NN2C3=CC=C(C=C3)S(=O)(=O)N)C(F)(F)F. Drug 2: CCC1(CC2CC(C3=C(CCN(C2)C1)C4=CC=CC=C4N3)(C5=C(C=C6C(=C5)C78CCN9C7C(C=CC9)(C(C(C8N6C)(C(=O)OC)O)OC(=O)C)CC)OC)C(=O)OC)O.OS(=O)(=O)O. Cell line: NCI-H322M. Synergy scores: CSS=-0.867, Synergy_ZIP=-0.204, Synergy_Bliss=-0.453, Synergy_Loewe=-0.954, Synergy_HSA=-1.37. (6) Drug 1: C1CNP(=O)(OC1)N(CCCl)CCCl. Drug 2: N.N.Cl[Pt+2]Cl. Cell line: UACC62. Synergy scores: CSS=26.0, Synergy_ZIP=-1.29, Synergy_Bliss=-3.84, Synergy_Loewe=-34.1, Synergy_HSA=-4.78. (7) Drug 1: CCN(CC)CCCC(C)NC1=C2C=C(C=CC2=NC3=C1C=CC(=C3)Cl)OC. Drug 2: CC1C(C(CC(O1)OC2CC(CC3=C2C(=C4C(=C3O)C(=O)C5=CC=CC=C5C4=O)O)(C(=O)C)O)N)O. Cell line: SK-MEL-2. Synergy scores: CSS=21.9, Synergy_ZIP=-4.84, Synergy_Bliss=-7.41, Synergy_Loewe=-45.3, Synergy_HSA=-10.1.